This data is from Full USPTO retrosynthesis dataset with 1.9M reactions from patents (1976-2016). The task is: Predict the reactants needed to synthesize the given product. (1) Given the product [CH3:33][N:32]([CH3:34])[C:30]([CH2:29][NH:28][C:19]([C:17]1[S:18][C:13]2[C:12]([N:22]3[CH2:23][CH2:24][O:25][CH2:26][CH2:27]3)=[N:11][C:10]([C:5]3[CH:6]=[CH:7][CH:8]=[C:9]4[C:4]=3[CH:3]=[N:2][NH:1]4)=[N:15][C:14]=2[CH:16]=1)=[O:20])=[O:31], predict the reactants needed to synthesize it. The reactants are: [NH:1]1[C:9]2[C:4](=[C:5]([C:10]3[N:11]=[C:12]([N:22]4[CH2:27][CH2:26][O:25][CH2:24][CH2:23]4)[C:13]4[S:18][C:17]([C:19](O)=[O:20])=[CH:16][C:14]=4[N:15]=3)[CH:6]=[CH:7][CH:8]=2)[CH:3]=[N:2]1.[NH2:28][CH2:29][C:30]([N:32]([CH3:34])[CH3:33])=[O:31]. (2) The reactants are: [S:1]1[CH:5]=[CH:4][CH:3]=[C:2]1[CH:6]=O.[CH3:8][O:9][CH2:10][CH2:11][NH2:12].[C:13]1(=[O:24])[O:19][C:17](=O)[C:16]2=[CH:20][CH:21]=[CH:22][CH:23]=[C:15]2[CH2:14]1.[CH3:25][O:26][C:27]1[CH:28]=[C:29]([CH:31]=[C:32]([O:34][CH3:35])[CH:33]=1)[NH2:30]. Given the product [CH3:35][O:34][C:32]1[CH:31]=[C:29]([NH:30][C:13]([CH:14]2[C:15]3[C:16](=[CH:20][CH:21]=[CH:22][CH:23]=3)[C:17](=[O:19])[N:12]([CH2:11][CH2:10][O:9][CH3:8])[CH:6]2[C:2]2[S:1][CH:5]=[CH:4][CH:3]=2)=[O:24])[CH:28]=[C:27]([O:26][CH3:25])[CH:33]=1, predict the reactants needed to synthesize it.